Dataset: HIV replication inhibition screening data with 41,000+ compounds from the AIDS Antiviral Screen. Task: Binary Classification. Given a drug SMILES string, predict its activity (active/inactive) in a high-throughput screening assay against a specified biological target. (1) The drug is CN(C)C=NCCN1CCOCC1. The result is 0 (inactive). (2) The drug is Cc1cc(S(=O)(=O)Nc2nc3ccccc3n2-c2ccccc2)c(S)cc1Cl. The result is 0 (inactive). (3) The compound is O=C(O)C12CCCC(CCC1)C2. The result is 0 (inactive). (4) The drug is Cc1cc(NS(=O)(=O)c2ccc(NC(=O)c3ccc(Cl)c4c(Nc5ccc(S(N)(=O)=O)cc5)c5ccccc5nc34)cc2)no1. The result is 0 (inactive). (5) The drug is Nc1nncc2[nH]nnc12. The result is 0 (inactive).